From a dataset of Reaction yield outcomes from USPTO patents with 853,638 reactions. Predict the reaction yield, written as a fraction of the theoretical maximum amount of product (1.0 means a 100% yield; for example, 0.34 means a 34% yield). (1) The reactants are [CH3:1][O:2][CH2:3][CH2:4][CH2:5][O:6][C:7]1[CH:12]=[CH:11][N:10]=[C:9]([CH2:13][S:14][C:15]2[NH:19][C:18]3[CH:20]=[CH:21][CH:22]=[CH:23][C:17]=3[N:16]=2)[C:8]=1[CH3:24].[OH-:25].[Na+].O. The catalyst is ClCCl. The product is [CH3:1][O:2][CH2:3][CH2:4][CH2:5][O:6][C:7]1[CH:12]=[CH:11][N:10]=[C:9]([CH2:13][S:14]([C:15]2[NH:16][C:17]3[CH:23]=[CH:22][CH:21]=[CH:20][C:18]=3[N:19]=2)=[O:25])[C:8]=1[CH3:24]. The yield is 0.417. (2) The reactants are Br[C:2]1[CH:7]=[CH:6][C:5]2[C:8]3[CH2:9][N:10]([C:15]([O:17][C:18]([CH3:21])([CH3:20])[CH3:19])=[O:16])[CH2:11][CH2:12][C:13]=3[O:14][C:4]=2[CH:3]=1.[F:22][C:23]([F:38])([F:37])[C:24]1[N:29]=[N:28][C:27]([C:30]2[CH:35]=[CH:34][NH:33][C:32](=[O:36])[CH:31]=2)=[CH:26][CH:25]=1. No catalyst specified. The product is [O:36]=[C:32]1[CH:31]=[C:30]([C:27]2[N:28]=[N:29][C:24]([C:23]([F:38])([F:37])[F:22])=[CH:25][CH:26]=2)[CH:35]=[CH:34][N:33]1[C:2]1[CH:7]=[CH:6][C:5]2[C:8]3[CH2:9][N:10]([C:15]([O:17][C:18]([CH3:21])([CH3:20])[CH3:19])=[O:16])[CH2:11][CH2:12][C:13]=3[O:14][C:4]=2[CH:3]=1. The yield is 0.830. (3) The reactants are [CH3:1][O:2][C:3](=[O:66])[NH:4][CH:5]([CH:60]1[CH2:65][CH2:64][O:63][CH2:62][CH2:61]1)[C:6]([N:8]1[CH2:12][C:11](F)(F)[CH2:10][CH:9]1[C:15]1[NH:16][C:17]([C:20]2[CH:25]=[CH:24][C:23]([C:26]3[CH:35]=[CH:34][C:33]4[C:28](=[CH:29][CH:30]=[C:31]([C:36]5[NH:37][C:38]([CH:41]6[CH2:45][CH2:44][CH2:43][N:42]6[C:46](=[O:59])[CH:47]([NH:54][C:55]([O:57][CH3:58])=[O:56])[C:48]6[CH:53]=[CH:52][CH:51]=[CH:50][CH:49]=6)=[N:39][CH:40]=5)[CH:32]=4)[CH:27]=3)=[CH:22][CH:21]=2)=[CH:18][N:19]=1)=[O:7].[CH2:67](OC(N1CC(F)(F)CC1C1NC(C2C=CC(B3OC(C)(C)C(C)(C)O3)=CC=2)=CN=1)=O)[C:68]1C=CC=CC=1. No catalyst specified. The product is [CH3:1][O:2][C:3](=[O:66])[NH:4][CH:5]([CH:60]1[CH2:65][CH2:64][O:63][CH2:62][CH2:61]1)[C:6]([N:8]1[CH:9]([C:15]2[NH:16][C:17]([C:20]3[CH:25]=[CH:24][C:23]([C:26]4[CH:35]=[CH:34][C:33]5[C:28](=[CH:29][CH:30]=[C:31]([C:36]6[NH:37][C:38]([CH:41]7[CH2:45][CH2:44][CH2:43][N:42]7[C:46](=[O:59])[CH:47]([NH:54][C:55]([O:57][CH3:58])=[O:56])[C:48]7[CH:53]=[CH:52][CH:51]=[CH:50][CH:49]=7)=[N:39][CH:40]=6)[CH:32]=5)[CH:27]=4)=[CH:22][CH:21]=3)=[CH:18][N:19]=2)[CH2:10][C:11]2([CH2:68][CH2:67]2)[CH2:12]1)=[O:7]. The yield is 0.440. (4) The reactants are [CH3:1][O:2][C:3]1[C:4]([NH:14][C:15](=[O:19])OCC)=[N:5][C:6]2[C:11]([N:12]=1)=[CH:10][C:9]([CH3:13])=[CH:8][CH:7]=2.[CH3:20][C:21]1[CH:26]=[CH:25][CH:24]=[C:23]([CH3:27])[C:22]=1[N:28]1[CH2:33][CH2:32][NH:31][CH2:30][CH2:29]1. No catalyst specified. The product is [CH3:1][O:2][C:3]1[C:4]([NH:14][C:15]([N:31]2[CH2:32][CH2:33][N:28]([C:22]3[C:23]([CH3:27])=[CH:24][CH:25]=[CH:26][C:21]=3[CH3:20])[CH2:29][CH2:30]2)=[O:19])=[N:5][C:6]2[C:11]([N:12]=1)=[CH:10][C:9]([CH3:13])=[CH:8][CH:7]=2. The yield is 0.830. (5) The reactants are [CH3:1][C:2]([C:6]1[CH:11]=[CH:10][CH:9]=[C:8]([N+:12]([O-])=O)[CH:7]=1)([CH3:5])[C:3]#[N:4]. The catalyst is CO.[Pd]. The product is [NH2:12][C:8]1[CH:7]=[C:6]([C:2]([CH3:5])([CH3:1])[C:3]#[N:4])[CH:11]=[CH:10][CH:9]=1. The yield is 0.830. (6) The reactants are [N+]([C:4]1[CH:9]=[CH:8][C:7]([N:10]2[CH:14]=[N:13][CH:12]=[N:11]2)=[CH:6][C:5]=1[CH:15]=[CH:16][N:17](C)C)([O-])=O. The catalyst is C(O)C.[C].[Pd]. The product is [N:10]1([C:7]2[CH:6]=[C:5]3[C:4](=[CH:9][CH:8]=2)[NH:17][CH:16]=[CH:15]3)[CH:14]=[N:13][CH:12]=[N:11]1. The yield is 0.150. (7) The catalyst is CS(C)=O.[Cl-].[Na+].O. The product is [C:1]([C@@H:9]1[CH2:13][CH2:12][N:11]([C:14]([O:16][C:17]([CH3:20])([CH3:19])[CH3:18])=[O:15])[CH2:10]1)#[N:2]. The yield is 0.390. The reactants are [C-:1]#[N:2].[Na+].CS(O[C@H:9]1[CH2:13][CH2:12][N:11]([C:14]([O:16][C:17]([CH3:20])([CH3:19])[CH3:18])=[O:15])[CH2:10]1)(=O)=O.O.